This data is from Full USPTO retrosynthesis dataset with 1.9M reactions from patents (1976-2016). The task is: Predict the reactants needed to synthesize the given product. Given the product [CH2:13]([C:16]1[CH:27]=[CH:26][C:19]([O:20][C@@H:21]([CH3:25])[C:22]([Cl:11])=[O:23])=[CH:18][CH:17]=1)[CH2:14][CH3:15], predict the reactants needed to synthesize it. The reactants are: C1(C)C=CC(OCC([Cl:11])=O)=CC=1.[CH2:13]([C:16]1[CH:27]=[CH:26][C:19]([O:20][C@@H:21]([CH3:25])[C:22](O)=[O:23])=[CH:18][CH:17]=1)[CH2:14][CH3:15].O=S(Cl)Cl.